Dataset: Full USPTO retrosynthesis dataset with 1.9M reactions from patents (1976-2016). Task: Predict the reactants needed to synthesize the given product. Given the product [C:1]([O:5][C:6](=[O:15])[CH2:7][CH:8]1[CH2:9][CH:10]([C:12]([OH:14])=[O:13])[CH2:11]1)([CH3:4])([CH3:2])[CH3:3], predict the reactants needed to synthesize it. The reactants are: [C:1]([O:5][C:6](=[O:15])[CH:7]=[C:8]1[CH2:11][CH:10]([C:12]([OH:14])=[O:13])[CH2:9]1)([CH3:4])([CH3:3])[CH3:2].